Dataset: Full USPTO retrosynthesis dataset with 1.9M reactions from patents (1976-2016). Task: Predict the reactants needed to synthesize the given product. (1) Given the product [CH:27]1([CH2:30][NH:31][C:24]([CH:22]2[CH2:21][CH2:20][C:19]3[C:12]4[C:11]([NH:10][C:6]5[CH:5]=[C:4]6[C:9](=[CH:8][CH:7]=5)[NH:1][N:2]=[CH:3]6)=[N:16][CH:15]=[N:14][C:13]=4[S:17][C:18]=3[CH2:23]2)=[O:25])[CH2:29][CH2:28]1, predict the reactants needed to synthesize it. The reactants are: [NH:1]1[C:9]2[C:4](=[CH:5][C:6]([NH:10][C:11]3[C:12]4[C:19]5[CH2:20][CH2:21][CH:22]([C:24](O)=[O:25])[CH2:23][C:18]=5[S:17][C:13]=4[N:14]=[CH:15][N:16]=3)=[CH:7][CH:8]=2)[CH:3]=[N:2]1.[CH:27]1([CH2:30][NH2:31])[CH2:29][CH2:28]1.C(N(CC)C(C)C)(C)C.C(P1(=O)OP(CCC)(=O)OP(CCC)(=O)O1)CC.C(P(OP(CCC)=O)=O)CC.C(NC(C)C)(C)C. (2) Given the product [CH3:21][N:22]1[CH:26]=[C:25]([C:2]2[CH:3]=[CH:4][C:5]3[N:6]([CH:8]=[CH:9][N:10]=3)[CH:7]=2)[CH:24]=[N:23]1, predict the reactants needed to synthesize it. The reactants are: I[C:2]1[CH:3]=[CH:4][C:5]2[N:6]([CH:8]=[CH:9][N:10]=2)[CH:7]=1.CN(C)C=O.C(=O)([O-])O.[Na+].[CH3:21][N:22]1[CH:26]=[C:25](B(O)O)[CH:24]=[N:23]1.